This data is from NCI-60 drug combinations with 297,098 pairs across 59 cell lines. The task is: Regression. Given two drug SMILES strings and cell line genomic features, predict the synergy score measuring deviation from expected non-interaction effect. (1) Drug 1: C1=CC(=C2C(=C1NCCNCCO)C(=O)C3=C(C=CC(=C3C2=O)O)O)NCCNCCO. Drug 2: B(C(CC(C)C)NC(=O)C(CC1=CC=CC=C1)NC(=O)C2=NC=CN=C2)(O)O. Cell line: CAKI-1. Synergy scores: CSS=48.8, Synergy_ZIP=-1.61, Synergy_Bliss=-3.00, Synergy_Loewe=-1.83, Synergy_HSA=-1.15. (2) Drug 1: CS(=O)(=O)C1=CC(=C(C=C1)C(=O)NC2=CC(=C(C=C2)Cl)C3=CC=CC=N3)Cl. Drug 2: C1C(C(OC1N2C=C(C(=O)NC2=O)F)CO)O. Cell line: HCT116. Synergy scores: CSS=45.7, Synergy_ZIP=3.10, Synergy_Bliss=3.13, Synergy_Loewe=-11.4, Synergy_HSA=3.26. (3) Drug 1: C1=C(C(=O)NC(=O)N1)N(CCCl)CCCl. Drug 2: C1CN(P(=O)(OC1)NCCCl)CCCl. Cell line: OVCAR-4. Synergy scores: CSS=0.337, Synergy_ZIP=-1.49, Synergy_Bliss=-2.70, Synergy_Loewe=-2.83, Synergy_HSA=-2.40. (4) Drug 1: CCC1(CC2CC(C3=C(CCN(C2)C1)C4=CC=CC=C4N3)(C5=C(C=C6C(=C5)C78CCN9C7C(C=CC9)(C(C(C8N6C=O)(C(=O)OC)O)OC(=O)C)CC)OC)C(=O)OC)O.OS(=O)(=O)O. Synergy scores: CSS=-3.24, Synergy_ZIP=3.12, Synergy_Bliss=4.49, Synergy_Loewe=0.626, Synergy_HSA=-0.654. Drug 2: C(=O)(N)NO. Cell line: KM12.